Predict the product of the given reaction. From a dataset of Forward reaction prediction with 1.9M reactions from USPTO patents (1976-2016). Given the reactants [C:1](N1C=CC=CC1=O)(N1C=CC=CC1=O)=[S:2].[C:17]([O:21][C:22](=[O:34])[NH:23][CH2:24][C:25]1[CH:30]=[CH:29][C:28]([Cl:31])=[C:27]([NH2:32])[C:26]=1[Cl:33])([CH3:20])([CH3:19])[CH3:18], predict the reaction product. The product is: [C:17]([O:21][C:22](=[O:34])[NH:23][CH2:24][C:25]1[CH:30]=[CH:29][C:28]([Cl:31])=[C:27]([N:32]=[C:1]=[S:2])[C:26]=1[Cl:33])([CH3:20])([CH3:18])[CH3:19].